Dataset: Forward reaction prediction with 1.9M reactions from USPTO patents (1976-2016). Task: Predict the product of the given reaction. (1) Given the reactants C(OCCCCOC(OC1C=CC(C(O)=O)=CC=1)=O)(=[O:4])C=C.[CH:23]1([N:29]=[C:30]=[N:31][CH:32]2[CH2:37][CH2:36][CH2:35][CH2:34][CH2:33]2)[CH2:28][CH2:27][CH2:26][CH2:25][CH2:24]1, predict the reaction product. The product is: [CH:32]1([NH:31][C:30]([NH:29][CH:23]2[CH2:24][CH2:25][CH2:26][CH2:27][CH2:28]2)=[O:4])[CH2:37][CH2:36][CH2:35][CH2:34][CH2:33]1. (2) Given the reactants [F:1][C:2]([F:35])([CH3:34])[C:3]([NH:5][C@@H:6]([CH3:33])[C@H:7]([O:14][C:15]1[CH:16]=[C:17]2[C:21](=[CH:22][CH:23]=1)[N:20]([C:24]1[CH:25]=[C:26]([CH:30]=[CH:31][CH:32]=1)[C:27]([NH2:29])=[O:28])[N:19]=[CH:18]2)[C:8]1[CH:13]=[CH:12][CH:11]=[CH:10][CH:9]=1)=[O:4].Cl.N[CH2:38][C:39]([NH2:41])=[O:40], predict the reaction product. The product is: [NH2:41][C:39](=[O:40])[CH2:38][NH:29][C:27](=[O:28])[C:26]1[CH:30]=[CH:31][CH:32]=[C:24]([N:20]2[C:21]3[C:17](=[CH:16][C:15]([O:14][C@H:7]([C:8]4[CH:9]=[CH:10][CH:11]=[CH:12][CH:13]=4)[C@@H:6]([NH:5][C:3](=[O:4])[C:2]([F:1])([F:35])[CH3:34])[CH3:33])=[CH:23][CH:22]=3)[CH:18]=[N:19]2)[CH:25]=1. (3) Given the reactants Br[Zn][CH2:3][CH2:4][C:5]([O:7][CH2:8][CH3:9])=[O:6].Br[C:11]1[CH:12]=[CH:13][C:14]([C:22]2[N:26]=[C:25]([C:27]3[CH:32]=[CH:31][C:30]([O:33][CH:34]([CH3:36])[CH3:35])=[C:29]([Cl:37])[CH:28]=3)[O:24][N:23]=2)=[C:15]2[C:19]=1[N:18]([CH2:20][CH3:21])[CH:17]=[CH:16]2.C([O-])([O-])=O.[Cs+].[Cs+], predict the reaction product. The product is: [Cl:37][C:29]1[CH:28]=[C:27]([C:25]2[O:24][N:23]=[C:22]([C:14]3[CH:13]=[CH:12][C:11]([CH2:3][CH2:4][C:5]([O:7][CH2:8][CH3:9])=[O:6])=[C:19]4[C:15]=3[CH:16]=[CH:17][N:18]4[CH2:20][CH3:21])[N:26]=2)[CH:32]=[CH:31][C:30]=1[O:33][CH:34]([CH3:36])[CH3:35]. (4) Given the reactants [Cl:1][C:2]1[CH:3]=[CH:4][C:5]([OH:10])=[C:6]([CH:9]=1)[C:7]#[N:8].[CH2:11]([O:13][C:14](=[O:17])[CH2:15]Br)[CH3:12].C([O-])([O-])=O.[K+].[K+], predict the reaction product. The product is: [CH2:11]([O:13][C:14](=[O:17])[CH2:15][O:10][C:5]1[CH:4]=[CH:3][C:2]([Cl:1])=[CH:9][C:6]=1[C:7]#[N:8])[CH3:12]. (5) Given the reactants [N+:1]([C:4]1[CH:12]=[CH:11][CH:10]=[C:9]2[C:5]=1[CH2:6][CH2:7][CH2:8]2)([O-:3])=[O:2].C(O)(=[O:15])C, predict the reaction product. The product is: [N+:1]([C:4]1[CH:12]=[CH:11][CH:10]=[C:9]2[C:5]=1[CH2:6][CH2:7][C:8]2=[O:15])([O-:3])=[O:2].